Dataset: Catalyst prediction with 721,799 reactions and 888 catalyst types from USPTO. Task: Predict which catalyst facilitates the given reaction. (1) Reactant: [CH3:1][O:2][C:3]1[CH:29]=[CH:28][C:6]([CH2:7][O:8][C:9]([C:12]2[NH:16][N:15]=[C:14]([N:17]3[C:25](=[O:26])[C:24]4[C:19](=[CH:20][CH:21]=[CH:22][CH:23]=4)[C:18]3=[O:27])[CH:13]=2)([CH3:11])[CH3:10])=[CH:5][CH:4]=1.[H-].[Na+].Cl[CH:33]([F:35])[F:34].C(=O)([O-])O.[Na+]. Product: [F:34][CH:33]([F:35])[N:16]1[C:12]([C:9]([O:8][CH2:7][C:6]2[CH:5]=[CH:4][C:3]([O:2][CH3:1])=[CH:29][CH:28]=2)([CH3:11])[CH3:10])=[CH:13][C:14]([N:17]2[C:18](=[O:27])[C:19]3[C:24](=[CH:23][CH:22]=[CH:21][CH:20]=3)[C:25]2=[O:26])=[N:15]1. The catalyst class is: 9. (2) Reactant: [F:1][CH:2]1[CH2:7][CH2:6][N:5]([CH2:8][C:9]#[N:10])[CH2:4][CH2:3]1.[H-].[H-].[H-].[H-].[Li+].[Al+3]. Product: [F:1][CH:2]1[CH2:7][CH2:6][N:5]([CH2:8][CH2:9][NH2:10])[CH2:4][CH2:3]1. The catalyst class is: 1. (3) Reactant: [CH2:1]([O:3][C:4](=[O:34])[C:5]([O:23][C:24]1[CH:29]=[CH:28][CH:27]=[C:26]([C:30]([F:33])([F:32])[F:31])[CH:25]=1)([CH3:22])[CH:6]([C:8]1[CH:13]=[CH:12][C:11]([O:14][CH2:15][C:16]2[CH:21]=[CH:20][CH:19]=[CH:18][CH:17]=2)=[CH:10][CH:9]=1)[OH:7])[CH3:2].N1C=CC=CC=1.[F:41][C:42]([F:53])([F:52])[C:43](O[C:43](=[O:44])[C:42]([F:53])([F:52])[F:41])=[O:44].Cl. Product: [CH2:1]([O:3][C:4](=[O:34])[C:5]([CH3:22])([O:23][C:24]1[CH:29]=[CH:28][CH:27]=[C:26]([C:30]([F:32])([F:33])[F:31])[CH:25]=1)[CH:6]([C:8]1[CH:13]=[CH:12][C:11]([O:14][CH2:15][C:16]2[CH:21]=[CH:20][CH:19]=[CH:18][CH:17]=2)=[CH:10][CH:9]=1)[O:7][C:43](=[O:44])[C:42]([F:53])([F:52])[F:41])[CH3:2]. The catalyst class is: 2. (4) Reactant: [CH3:1][C:2]1[CH:3]=[C:4]([CH:10]=[C:11]([CH3:13])[CH:12]=1)[O:5][CH2:6][C:7](O)=[O:8].S(Cl)([Cl:16])=O. Product: [CH3:1][C:2]1[CH:3]=[C:4]([CH:10]=[C:11]([CH3:13])[CH:12]=1)[O:5][CH2:6][C:7]([Cl:16])=[O:8]. The catalyst class is: 48. (5) Reactant: [C:1]([O:5][C:6](=[O:21])[CH2:7]/[C:8](=[CH:12]\[CH2:13][CH2:14][CH:15]1[CH2:20][CH2:19][CH2:18][CH2:17][CH2:16]1)/[C:9]([OH:11])=[O:10])([CH3:4])([CH3:3])[CH3:2]. Product: [C:1]([O:5][C:6](=[O:21])[CH2:7][C@@H:8]([CH2:12][CH2:13][CH2:14][CH:15]1[CH2:16][CH2:17][CH2:18][CH2:19][CH2:20]1)[C:9]([OH:11])=[O:10])([CH3:4])([CH3:2])[CH3:3]. The catalyst class is: 5. (6) Reactant: [Cl:1][C:2]1[CH:11]=[CH:10][C:5]([C:6]([O:8]C)=[O:7])=[CH:4][C:3]=1[C:12]1[O:16][N:15]=[C:14]([CH2:17][N:18]2[C:26]3[C:21](=[C:22]([C:29]([F:32])([F:31])[F:30])[C:23]([C:27]#[N:28])=[CH:24][CH:25]=3)[CH:20]=[C:19]2[CH2:33][CH2:34][CH3:35])[N:13]=1.O[Li].O.O.Cl. Product: [Cl:1][C:2]1[CH:11]=[CH:10][C:5]([C:6]([OH:8])=[O:7])=[CH:4][C:3]=1[C:12]1[O:16][N:15]=[C:14]([CH2:17][N:18]2[C:26]3[C:21](=[C:22]([C:29]([F:31])([F:30])[F:32])[C:23]([C:27]#[N:28])=[CH:24][CH:25]=3)[CH:20]=[C:19]2[CH2:33][CH2:34][CH3:35])[N:13]=1. The catalyst class is: 12. (7) Reactant: Br[C:2]1[CH:3]=[C:4]([S:8][CH3:9])[CH:5]=[CH:6][CH:7]=1.[Mg].II.[CH2:13]([N:16]1[CH2:21][CH2:20][C:19](=[O:22])[CH2:18][CH2:17]1)[CH2:14][CH3:15]. Product: [CH3:9][S:8][C:4]1[CH:3]=[C:2]([C:19]2([OH:22])[CH2:20][CH2:21][N:16]([CH2:13][CH2:14][CH3:15])[CH2:17][CH2:18]2)[CH:7]=[CH:6][CH:5]=1. The catalyst class is: 27. (8) Reactant: [C:1]([C:3]1[CH:8]=[CH:7][C:6]([C:9]2[N:13]3[CH:14]=[C:15]([C:18]4[CH:26]=[CH:25][C:21]([C:22](O)=[O:23])=[C:20]([CH3:27])[CH:19]=4)[N:16]=[CH:17][C:12]3=[N:11][CH:10]=2)=[CH:5][CH:4]=1)#[N:2].CN(C(ON1N=NC2C=CC=NC1=2)=[N+](C)C)C.F[P-](F)(F)(F)(F)F.CN1CCOCC1.Cl.[NH:60]1[CH2:65][CH2:64][CH:63]([NH:66][C:67](=[O:73])[O:68][C:69]([CH3:72])([CH3:71])[CH3:70])[CH2:62][CH2:61]1. Product: [C:1]([C:3]1[CH:4]=[CH:5][C:6]([C:9]2[N:13]3[CH:14]=[C:15]([C:18]4[CH:26]=[CH:25][C:21]([C:22]([N:60]5[CH2:61][CH2:62][CH:63]([NH:66][C:67](=[O:73])[O:68][C:69]([CH3:70])([CH3:72])[CH3:71])[CH2:64][CH2:65]5)=[O:23])=[C:20]([CH3:27])[CH:19]=4)[N:16]=[CH:17][C:12]3=[N:11][CH:10]=2)=[CH:7][CH:8]=1)#[N:2]. The catalyst class is: 18. (9) Reactant: [C:1]1([N:7]2[C:19]3[CH:18]=[CH:17][CH:16]=[CH:15][C:14]=3[C:13]3[C:8]2=[CH:9][CH:10]=[CH:11][CH:12]=3)[CH:6]=[CH:5][CH:4]=[CH:3][CH:2]=1.[I-:20].[K+].O.O.[I:24]([O-])([O-])([O-])([O-])([O-])=O.[K+].[K+].[K+].[K+].[K+]. Product: [I:20][C:16]1[CH:17]=[CH:18][C:19]2[N:7]([C:1]3[CH:2]=[CH:3][CH:4]=[CH:5][CH:6]=3)[C:8]3[C:13]([C:14]=2[CH:15]=1)=[CH:12][C:11]([I:24])=[CH:10][CH:9]=3. The catalyst class is: 15.